This data is from Experimentally validated miRNA-target interactions with 360,000+ pairs, plus equal number of negative samples. The task is: Binary Classification. Given a miRNA mature sequence and a target amino acid sequence, predict their likelihood of interaction. (1) The miRNA is hsa-miR-32-5p with sequence UAUUGCACAUUACUAAGUUGCA. The protein sequence of the target gene is MESNKDEAERCISIALKAIQSNQPDRALRFLEKAQRLYPTPRVRALIESLNQKPQTAGDQPPPTDTTHATHRKAGGTDAPSANGEAGGESTKGYTAEQVAAVKRVKQCKDYYEILGVSRGASDEDLKKAYRRLALKFHPDKNHAPGATEAFKAIGTAYAVLSNPEKRKQYDQFGDDKSQAARHGHGHGDFHRGFEADISPEDLFNMFFGGGFPSSNVHVYSNGRMRYTYQQRQDRRDNQGDGGLGVFVQLMPILILILVSALSQLMVSSPPYSLSPRPSVGHIHRRVTDHLGVVYYVGDT.... Result: 1 (interaction). (2) The protein sequence of the target gene is MEKATVPVAAATAAEGEGSPPAVAAVAGPPAAAEVGGGVGGSSRARSASSPRGMVRVCDLLLKKKPPQQQHHKAKRNRTCRPPSSSESSSDSDNSGGGGGGGGGGGGGGGTSSNNSEEEEDDDDEEEEVSEVESFILDQDDLENPMLETASKLLLSGTADGADLRTVDPETQARLEALLEAAGIGKLSTADGKAFADPEVLRRLTSSVSCALDEAAAALTRMRAESTANAGQSDNRSLAEACSEGDVNAVRKLLIEGRSVNEHTEEGESLLCLACSAGYYELAQVLLAMHANVEDRGIKG.... The miRNA is rno-miR-433-3p with sequence AUCAUGAUGGGCUCCUCGGUGU. Result: 0 (no interaction). (3) The miRNA is mmu-miR-186-5p with sequence CAAAGAAUUCUCCUUUUGGGCU. The protein sequence of the target gene is MSDQDHSMDEVTAVVKIEKDVGGNNGGSGNGGGAAFSQTRSSSTGSSSSSGGGGGQESQPSPLALLAATCSRIESPNENSNNSQGPSQSGGTGELDLTATQLSQGANGWQIISSSSGATPTSKEQSGNSTNGSNGSESSKNRTVSGGQYVVAATPNLQNQQVLTGLPGVMPNIQYQVIPQFQTVDGQQLQFAATGAQVQQDGSGQIQIIPGANQQIIPNRGSGGNIIAAMPNLLQQAVPLQGLANNVLSGQTQYVTNVPVALNGNITLLPVNSVSAATLTPSSQAGTISSSGSQESSSQP.... Result: 1 (interaction). (4) The miRNA is hsa-miR-1-3p with sequence UGGAAUGUAAAGAAGUAUGUAU. The protein sequence of the target gene is MGTKAQVERKLLCLFILAILLCSLALGSVTVHSSEPEVRIPENNPVKLSCAYSGFSSPRVEWKFDQGDTTRLVCYNNKITASYEDRVTFLPTGITFKSVTREDTGTYTCMVSEEGGNSYGEVKVKLIVLVPPSKPTVNIPSSATIGNRAVLTCSEQDGSPPSEYTWFKDGIVMPTNPKSTRAFSNSSYVLNPTTGELVFDPLSASDTGEYSCEARNGYGTPMTSNAVRMEAVERNVGVIVAAVLVTLILLGILVFGIWFAYSRGHFDRTKKGTSSKKVIYSQPSARSEGEFKQTSSFLV. Result: 1 (interaction).